This data is from Reaction yield outcomes from USPTO patents with 853,638 reactions. The task is: Predict the reaction yield, written as a fraction of the theoretical maximum amount of product (1.0 means a 100% yield; for example, 0.34 means a 34% yield). (1) The reactants are [Cl:1][C:2]1[N:10]([CH2:11][CH:12]=[CH2:13])[C:9]2[C:8](=[O:14])[NH:7][C:6](=[O:15])[NH:5][C:4]=2[N:3]=1.C(=O)(O)[O-].[Na+].Br[CH2:22][CH2:23][CH2:24][CH2:25][F:26]. The catalyst is CS(C)=O.CO. The product is [Cl:1][C:2]1[N:10]([CH2:11][CH:12]=[CH2:13])[C:9]2[C:8](=[O:14])[NH:7][C:6](=[O:15])[N:5]([CH2:22][CH2:23][CH2:24][CH2:25][F:26])[C:4]=2[N:3]=1. The yield is 0.600. (2) The reactants are BrCCCCC(C)(C1C=CC(C)=CC=1)CO.[Br:17][CH2:18][CH2:19][CH2:20][CH2:21][CH2:22][C:23]([CH3:35])([C:29]1[CH:34]=[CH:33][CH:32]=[CH:31][CH:30]=1)[C:24](OCC)=[O:25].[Li+].[BH4-].CO. The catalyst is C(Cl)Cl. The product is [Br:17][CH2:18][CH2:19][CH2:20][CH2:21][CH2:22][C:23]([CH3:35])([C:29]1[CH:30]=[CH:31][CH:32]=[CH:33][CH:34]=1)[CH2:24][OH:25]. The yield is 0.980. (3) The reactants are [Cl-].[NH4+].O.[I:4][C:5]1[CH:10]=[CH:9][C:8]([CH3:11])=[C:7]([N+:12]([O-])=O)[C:6]=1[CH3:15]. The catalyst is C(O)C.[Fe]. The product is [I:4][C:5]1[C:6]([CH3:15])=[C:7]([NH2:12])[C:8]([CH3:11])=[CH:9][CH:10]=1. The yield is 0.980. (4) The yield is 0.610. The reactants are [C:1]([CH2:3][C:4]([NH2:6])=[S:5])#[N:2].[CH3:7][CH:8]([CH3:16])[CH2:9][C:10](=O)[CH2:11][C:12](=O)[CH3:13].C(N(CC)CC)C. The catalyst is CCO. The product is [CH2:9]([C:10]1[CH:11]=[C:12]([CH3:13])[C:3]([C:1]#[N:2])=[C:4]([SH:5])[N:6]=1)[CH:8]([CH3:16])[CH3:7]. (5) The reactants are C(OC([N:8]1[CH2:12][CH2:11][CH2:10][CH:9]1[C:13](=[O:35])[NH:14][C:15]1[CH:20]=[CH:19][C:18]([C:21]2[CH:26]=[CH:25][CH:24]=[CH:23][C:22]=2[S:27](=[O:34])(=[O:33])[NH:28][C:29]([CH3:32])([CH3:31])[CH3:30])=[CH:17][N:16]=1)=O)(C)(C)C.FC(F)(F)C(O)=O. The catalyst is C(Cl)Cl.C(Cl)(Cl)Cl. The product is [C:29]([NH:28][S:27]([C:22]1[CH:23]=[CH:24][CH:25]=[CH:26][C:21]=1[C:18]1[CH:19]=[CH:20][C:15]([NH:14][C:13]([CH:9]2[CH2:10][CH2:11][CH2:12][NH:8]2)=[O:35])=[N:16][CH:17]=1)(=[O:34])=[O:33])([CH3:32])([CH3:30])[CH3:31]. The yield is 1.00. (6) The reactants are [Br:1][C:2]1[C:3]([CH3:9])=[CH:4][C:5](F)=[N:6][CH:7]=1.[NH:10]1[CH2:15][CH2:14][O:13][CH2:12][CH2:11]1. The catalyst is CC#N.CCOC(C)=O. The product is [Br:1][C:2]1[C:3]([CH3:9])=[CH:4][C:5]([N:10]2[CH2:15][CH2:14][O:13][CH2:12][CH2:11]2)=[N:6][CH:7]=1. The yield is 0.887.